This data is from CYP1A2 inhibition data for predicting drug metabolism from PubChem BioAssay. The task is: Regression/Classification. Given a drug SMILES string, predict its absorption, distribution, metabolism, or excretion properties. Task type varies by dataset: regression for continuous measurements (e.g., permeability, clearance, half-life) or binary classification for categorical outcomes (e.g., BBB penetration, CYP inhibition). Dataset: cyp1a2_veith. (1) The molecule is N#C/C(=C\NC(=S)c1ccncc1)c1nc2ccccc2s1. The result is 1 (inhibitor). (2) The drug is CCC(=O)N1CCc2cc(S(=O)(=O)NC(C(=O)NCc3ccc(F)cc3)C(C)C)ccc21. The result is 0 (non-inhibitor). (3) The molecule is CC(C)CCn1c(N)c(C(=O)NCc2cccs2)c2nc3ccccc3nc21. The result is 1 (inhibitor). (4) The molecule is C/C(=N/NC(=O)c1ccncc1)c1ccccc1Cl. The result is 0 (non-inhibitor). (5) The molecule is Clc1ccccc1-c1nc(NCc2cccs2)c2ccccc2n1. The result is 1 (inhibitor). (6) The compound is Nc1ncnc2c1ncn2[C@H]1O[C@@H](CO)[C@@H](O)[C@H]1N. The result is 0 (non-inhibitor).